Dataset: CYP2C19 inhibition data for predicting drug metabolism from PubChem BioAssay. Task: Regression/Classification. Given a drug SMILES string, predict its absorption, distribution, metabolism, or excretion properties. Task type varies by dataset: regression for continuous measurements (e.g., permeability, clearance, half-life) or binary classification for categorical outcomes (e.g., BBB penetration, CYP inhibition). Dataset: cyp2c19_veith. (1) The compound is CC1=C(C(=O)O)N2C(=O)[C@@H](NC(=O)[C@@H](N)c3ccc(O)cc3)[C@@H]2SC1. The result is 0 (non-inhibitor). (2) The molecule is Cc1ccc(-c2noc(-c3cc4ccccc4oc3=O)n2)cc1. The result is 0 (non-inhibitor). (3) The molecule is Cc1cc(C(F)(F)F)n2nc(-c3cnn(C)c3C(F)(F)F)c(Cl)c2n1. The result is 1 (inhibitor). (4) The molecule is O=C(NNS(=O)(=O)c1cc(Cl)cc(Cl)c1)c1sccc1-n1cccc1. The result is 1 (inhibitor). (5) The drug is O=C(CN1CCN(c2ccc(Cl)cc2)CC1)Nc1cccc(F)c1. The result is 1 (inhibitor). (6) The drug is COc1ccc(C2NCc3ccc4c(c3-n3cccc32)OCO4)cc1OC.Cl. The result is 1 (inhibitor).